Task: Predict the product of the given reaction.. Dataset: Forward reaction prediction with 1.9M reactions from USPTO patents (1976-2016) (1) The product is: [Cl:3][C:4]1[CH:11]=[CH:10][C:7]([N:8]([CH3:9])[S:21]([C:19]2[S:20][C:16]([Cl:15])=[CH:17][CH:18]=2)(=[O:23])=[O:22])=[C:6]([N+:12]([O-:14])=[O:13])[CH:5]=1. Given the reactants [H-].[Na+].[Cl:3][C:4]1[CH:11]=[CH:10][C:7]([NH:8][CH3:9])=[C:6]([N+:12]([O-:14])=[O:13])[CH:5]=1.[Cl:15][C:16]1[S:20][C:19]([S:21](Cl)(=[O:23])=[O:22])=[CH:18][CH:17]=1.O, predict the reaction product. (2) Given the reactants C(OC([N:8]1[CH2:13][CH2:12][N:11]([S:14]([C:17]2[CH:22]=[CH:21][C:20]([NH:23][C:24](=[O:27])[CH:25]=[CH2:26])=[CH:19][C:18]=2[O:28][CH3:29])(=[O:16])=[O:15])[CH2:10][CH2:9]1)=O)(C)(C)C.FC(F)(F)C(O)=O, predict the reaction product. The product is: [CH3:29][O:28][C:18]1[CH:19]=[C:20]([NH:23][C:24](=[O:27])[CH:25]=[CH2:26])[CH:21]=[CH:22][C:17]=1[S:14]([N:11]1[CH2:10][CH2:9][NH:8][CH2:13][CH2:12]1)(=[O:16])=[O:15].